From a dataset of Forward reaction prediction with 1.9M reactions from USPTO patents (1976-2016). Predict the product of the given reaction. (1) Given the reactants [OH:1][C:2]1[CH:38]=[CH:37][C:5]([C:6]([N:8]([CH:34]([CH3:36])[CH3:35])[C:9]2[CH:14]=[C:13]([O:15][CH3:16])[CH:12]=[CH:11][C:10]=2[CH:17]2[CH2:26][CH2:25][C:24]3[CH:23]=[C:22]([O:27]C(=O)C(C)(C)C)[CH:21]=[CH:20][C:19]=3[CH2:18]2)=O)=[CH:4][CH:3]=1.Cl[CH2:40][C:41]([N:43]1[CH2:48][CH2:47][CH2:46][CH2:45][CH2:44]1)=O, predict the reaction product. The product is: [CH:34]([N:8]([CH2:6][C:5]1[CH:4]=[CH:3][C:2]([O:1][CH2:40][CH2:41][N:43]2[CH2:48][CH2:47][CH2:46][CH2:45][CH2:44]2)=[CH:38][CH:37]=1)[C:9]1[CH:14]=[C:13]([O:15][CH3:16])[CH:12]=[CH:11][C:10]=1[CH:17]1[CH2:26][CH2:25][C:24]2[CH:23]=[C:22]([OH:27])[CH:21]=[CH:20][C:19]=2[CH2:18]1)([CH3:36])[CH3:35]. (2) Given the reactants O1CCCCC1[N:7]1[C:15]2[C:10](=[CH:11][C:12]([C:16]3[N:20]=[CH:19][N:18](C(C4C=CC=CC=4)(C4C=CC=CC=4)C4C=CC=CC=4)[N:17]=3)=[CH:13][CH:14]=2)[C:9]([C:40]2[CH:41]=[C:42]([NH:46][C:47]([C:49]3[CH:54]=[CH:53][CH:52]=[CH:51][N:50]=3)=[O:48])[CH:43]=[CH:44][CH:45]=2)=[N:8]1, predict the reaction product. The product is: [NH:18]1[CH:19]=[N:20][C:16]([C:12]2[CH:11]=[C:10]3[C:15](=[CH:14][CH:13]=2)[NH:7][N:8]=[C:9]3[C:40]2[CH:41]=[C:42]([NH:46][C:47]([C:49]3[CH:54]=[CH:53][CH:52]=[CH:51][N:50]=3)=[O:48])[CH:43]=[CH:44][CH:45]=2)=[N:17]1.